Dataset: KCNQ2 potassium channel screen with 302,405 compounds. Task: Binary Classification. Given a drug SMILES string, predict its activity (active/inactive) in a high-throughput screening assay against a specified biological target. (1) The molecule is S=C(NNC(=O)c1ccc(C(C)(C)C)cc1)NCc1occc1. The result is 0 (inactive). (2) The result is 0 (inactive). The molecule is S(c1n(c2ncccc2n1)C)Cc1c(F)cccc1. (3) The drug is FC(F)(F)c1c2NC(=O)C(/c2ccc1)=C1\c2c(NC1=O)cccc2. The result is 0 (inactive). (4) The drug is O1CCN(CC1)C(=O)c1ccc(cc1)C(=O)c1ccccc1. The result is 0 (inactive). (5) The result is 0 (inactive). The compound is Clc1ccc(CSc2sc(NC(=O)c3occc3)nn2)cc1. (6) The molecule is s1c(nn2c(nnc12)c1ccc(F)cc1)c1ccc(OC)cc1. The result is 0 (inactive). (7) The drug is Brc1c(n(nc1C)CC(=O)Nc1ccc(N2CCOCC2)cc1)C. The result is 0 (inactive).